Dataset: NCI-60 drug combinations with 297,098 pairs across 59 cell lines. Task: Regression. Given two drug SMILES strings and cell line genomic features, predict the synergy score measuring deviation from expected non-interaction effect. (1) Drug 1: C1CCC(C1)C(CC#N)N2C=C(C=N2)C3=C4C=CNC4=NC=N3. Cell line: CCRF-CEM. Drug 2: COC1=CC(=CC(=C1O)OC)C2C3C(COC3=O)C(C4=CC5=C(C=C24)OCO5)OC6C(C(C7C(O6)COC(O7)C8=CC=CS8)O)O. Synergy scores: CSS=11.0, Synergy_ZIP=-8.71, Synergy_Bliss=-19.7, Synergy_Loewe=-57.2, Synergy_HSA=-20.4. (2) Drug 1: C#CCC(CC1=CN=C2C(=N1)C(=NC(=N2)N)N)C3=CC=C(C=C3)C(=O)NC(CCC(=O)O)C(=O)O. Drug 2: CC12CCC3C(C1CCC2OP(=O)(O)O)CCC4=C3C=CC(=C4)OC(=O)N(CCCl)CCCl.[Na+]. Cell line: A549. Synergy scores: CSS=13.9, Synergy_ZIP=-3.32, Synergy_Bliss=1.72, Synergy_Loewe=-3.62, Synergy_HSA=-2.93. (3) Drug 1: C1CCC(CC1)NC(=O)N(CCCl)N=O. Drug 2: CCN(CC)CCCC(C)NC1=C2C=C(C=CC2=NC3=C1C=CC(=C3)Cl)OC. Cell line: UACC62. Synergy scores: CSS=24.9, Synergy_ZIP=-8.26, Synergy_Bliss=-2.59, Synergy_Loewe=-1.24, Synergy_HSA=-1.13.